This data is from Forward reaction prediction with 1.9M reactions from USPTO patents (1976-2016). The task is: Predict the product of the given reaction. (1) The product is: [N:22]1[C:23]2[C:18](=[CH:17][CH:16]=[C:15]([NH:14][C:11]([C:7]3[NH:8][C:9]4[C:5]([CH:6]=3)=[CH:4][CH:3]=[C:2]([Br:1])[CH:10]=4)=[O:13])[CH:24]=2)[CH:19]=[CH:20][CH:21]=1. Given the reactants [Br:1][C:2]1[CH:10]=[C:9]2[C:5]([CH:6]=[C:7]([C:11]([OH:13])=O)[NH:8]2)=[CH:4][CH:3]=1.[NH2:14][C:15]1[CH:24]=[C:23]2[C:18]([CH:19]=[CH:20][CH:21]=[N:22]2)=[CH:17][CH:16]=1, predict the reaction product. (2) Given the reactants [Cl:1][C:2]1[C:3]2[CH:10]=[CH:9][NH:8][C:4]=2[N:5]=[CH:6][N:7]=1.[Br:11]NC(=O)C, predict the reaction product. The product is: [Br:11][C:10]1[C:3]2[C:2]([Cl:1])=[N:7][CH:6]=[N:5][C:4]=2[NH:8][CH:9]=1.